This data is from Full USPTO retrosynthesis dataset with 1.9M reactions from patents (1976-2016). The task is: Predict the reactants needed to synthesize the given product. (1) Given the product [NH2:5][C@@H:3]([CH3:4])[C@@H:2]([C:16]1[CH:21]=[CH:20][C:19]([OH:22])=[CH:18][CH:17]=1)[OH:1], predict the reactants needed to synthesize it. The reactants are: [OH:1][C@H:2]([C:16]1[CH:21]=[CH:20][C:19]([OH:22])=[CH:18][CH:17]=1)[C@@H:3]([N:5]1C(=O)C2C(=CC=CC=2)C1=O)[CH3:4]. (2) The reactants are: C(N(CC)C(C)C)(C)C.ClCCl.[I:13][C:14]1[C:15]([OH:22])=[N:16][C:17]([CH3:21])=[N:18][C:19]=1[CH3:20].[CH3:23][O:24][CH2:25]Cl. Given the product [I:13][C:14]1[C:15](=[O:22])[N:16]([CH2:23][O:24][CH3:25])[C:17]([CH3:21])=[N:18][C:19]=1[CH3:20].[I:13][C:14]1[C:15]([O:22][CH2:23][O:24][CH3:25])=[N:16][C:17]([CH3:21])=[N:18][C:19]=1[CH3:20], predict the reactants needed to synthesize it. (3) The reactants are: [CH3:1][O:2][C:3]1[N:8]=[C:7](OS(C(F)(F)F)(=O)=O)[CH:6]=[C:5]([NH:17][CH2:18][CH2:19][C:20]2[CH:25]=[CH:24][C:23]([O:26][C:27]([F:30])([F:29])[F:28])=[CH:22][CH:21]=2)[N:4]=1.[CH2:31]([O:33][C:34]([CH:36]1[O:41][CH2:40][CH2:39][NH:38][CH2:37]1)=[O:35])[CH3:32]. Given the product [CH2:31]([O:33][C:34]([CH:36]1[O:41][CH2:40][CH2:39][N:38]([C:7]2[CH:6]=[C:5]([NH:17][CH2:18][CH2:19][C:20]3[CH:25]=[CH:24][C:23]([O:26][C:27]([F:30])([F:29])[F:28])=[CH:22][CH:21]=3)[N:4]=[C:3]([O:2][CH3:1])[N:8]=2)[CH2:37]1)=[O:35])[CH3:32], predict the reactants needed to synthesize it. (4) Given the product [CH3:1][S:2]([C:5]1[CH:6]=[CH:7][C:8]([CH2:11][CH2:12][CH2:13][CH2:14][CH:15]2[CH2:20][CH2:19][N:18]([C:22]3[CH:27]=[CH:26][CH:25]=[CH:24][N:23]=3)[CH2:17][CH2:16]2)=[CH:9][CH:10]=1)(=[O:4])=[O:3], predict the reactants needed to synthesize it. The reactants are: [CH3:1][S:2]([C:5]1[CH:10]=[CH:9][C:8]([CH2:11][CH2:12][CH2:13][CH2:14][CH:15]2[CH2:20][CH2:19][NH:18][CH2:17][CH2:16]2)=[CH:7][CH:6]=1)(=[O:4])=[O:3].F[C:22]1[CH:27]=[CH:26][CH:25]=[CH:24][N:23]=1.C1CCN2C(=NCCC2)CC1. (5) Given the product [CH:1]1([NH:7][C:8]2[N:13]=[CH:12][N:11]=[C:10]([C:14]([NH:17][C:18]3[CH:23]=[CH:22][C:21]([CH2:24][CH2:25][OH:26])=[CH:20][CH:19]=3)=[O:16])[CH:9]=2)[CH2:2][CH2:3][CH2:4][CH2:5][CH2:6]1, predict the reactants needed to synthesize it. The reactants are: [CH:1]1([NH:7][C:8]2[N:13]=[CH:12][N:11]=[C:10]([C:14]([OH:16])=O)[CH:9]=2)[CH2:6][CH2:5][CH2:4][CH2:3][CH2:2]1.[NH2:17][C:18]1[CH:23]=[CH:22][C:21]([CH2:24][CH2:25][OH:26])=[CH:20][CH:19]=1. (6) Given the product [CH3:31][C:32]1[C:41]2[C:36](=[CH:37][CH:38]=[CH:39][CH:40]=2)[C:35]([C:42]2[C:55]3[C:50]([C:49]([C:18]4[CH:17]=[CH:16][C:15]5[C:20](=[C:7]([C:2]6[CH:3]=[CH:4][CH:5]=[CH:6][C:1]=6[CH3:30])[C:8]6[C:13]([C:14]=5[C:22]5[CH:27]=[CH:26][CH:25]=[CH:24][C:23]=5[CH3:28])=[CH:12][C:11]([C:49]5[C:50]7[C:55](=[CH:54][CH:53]=[CH:52][CH:51]=7)[C:42]([C:35]7[C:36]8[C:41](=[CH:40][CH:39]=[CH:38][CH:37]=8)[C:32]([CH3:31])=[CH:33][CH:34]=7)=[C:43]7[C:48]=5[CH:47]=[CH:46][CH:45]=[CH:44]7)=[CH:10][CH:9]=6)[CH:19]=4)=[C:48]4[C:43]=2[CH:44]=[CH:45][CH:46]=[CH:47]4)=[CH:51][CH:52]=[CH:53][CH:54]=3)=[CH:34][CH:33]=1, predict the reactants needed to synthesize it. The reactants are: [C:1]1([CH3:30])[CH:6]=[CH:5][CH:4]=[CH:3][C:2]=1[C:7]1[CH:20]=[CH:19][C:18]2[C:17](=O)[C:16]3[C:11](=[CH:12][CH:13]=[C:14]([C:22]4[CH:27]=[CH:26][CH:25]=[CH:24][C:23]=4[CH3:28])[CH:15]=3)[C:10](=O)[C:9]=2[CH:8]=1.[CH3:31][C:32]1[C:41]2[C:36](=[CH:37][CH:38]=[CH:39][CH:40]=2)[C:35]([C:42]2[C:43]3[C:48]([C:49](C4C=CC5C(=O)C6C(=CC=C([C:49]7[C:48]8[C:43](=[CH:44][CH:45]=[CH:46][CH:47]=8)[C:42]([C:35]8[C:36]9[C:41](=[CH:40][CH:39]=[CH:38][CH:37]=9)[C:32]([CH3:31])=[CH:33][CH:34]=8)=[C:55]8[C:50]=7[CH:51]=[CH:52][CH:53]=[CH:54]8)C=6)C(=O)C=5C=4)=[C:50]4[C:55]=2[CH:54]=[CH:53][CH:52]=[CH:51]4)=[CH:47][CH:46]=[CH:45][CH:44]=3)=[CH:34][CH:33]=1. (7) Given the product [Cl:37][C:38]1[N:39]=[C:40]([N:48]2[C:56]3[C:51](=[CH:52][CH:53]=[C:54]([O:57][CH2:58][C:59]([N:2]([CH3:3])[CH3:1])=[O:61])[CH:55]=3)[CH2:50][CH2:49]2)[C:41]2[CH2:46][S:45](=[O:47])[CH2:44][C:42]=2[N:43]=1, predict the reactants needed to synthesize it. The reactants are: [CH3:1][N:2](C(ON1N=NC2C=CC=NC1=2)=[N+](C)C)[CH3:3].F[P-](F)(F)(F)(F)F.C(N(C(C)C)CC)(C)C.CNC.[Cl:37][C:38]1[N:39]=[C:40]([N:48]2[C:56]3[C:51](=[CH:52][CH:53]=[C:54]([O:57][CH2:58][C:59]([OH:61])=O)[CH:55]=3)[CH2:50][CH2:49]2)[C:41]2[CH2:46][S:45](=[O:47])[CH2:44][C:42]=2[N:43]=1.